From a dataset of Reaction yield outcomes from USPTO patents with 853,638 reactions. Predict the reaction yield, written as a fraction of the theoretical maximum amount of product (1.0 means a 100% yield; for example, 0.34 means a 34% yield). (1) The reactants are [CH3:1][C:2]1[C:3]([C:13]2[CH:14]=[C:15]3[C:20](=[CH:21][CH:22]=2)[N:19]=[C:18]([NH:23][CH3:24])[N:17]=[CH:16]3)=[C:4]2[C:9](=[CH:10][CH:11]=1)[C:8](=O)[NH:7][CH:6]=[CH:5]2.O=P(Cl)(Cl)[Cl:27]. No catalyst specified. The product is [Cl:27][C:8]1[C:9]2[C:4](=[C:3]([C:13]3[CH:14]=[C:15]4[C:20](=[CH:21][CH:22]=3)[N:19]=[C:18]([NH:23][CH3:24])[N:17]=[CH:16]4)[C:2]([CH3:1])=[CH:11][CH:10]=2)[CH:5]=[CH:6][N:7]=1. The yield is 0.680. (2) The reactants are [O:1]1[CH2:3][C@@H:2]1[CH2:4][N:5]1[CH2:14][CH2:13][C:12]2[C:7](=[CH:8][CH:9]=[CH:10][CH:11]=2)[CH2:6]1.[NH3:15]. The catalyst is CCO. The product is [NH2:15][CH2:3][C@@H:2]([OH:1])[CH2:4][N:5]1[CH2:14][CH2:13][C:12]2[C:7](=[CH:8][CH:9]=[CH:10][CH:11]=2)[CH2:6]1. The yield is 0.900. (3) The reactants are [OH:1][C:2]([CH3:29])([CH3:28])[CH:3]([C:22]1[CH:23]=[N:24][CH:25]=[CH:26][CH:27]=1)[O:4][C:5]1[C:6]([NH:15][S:16]([CH2:19][CH2:20][CH3:21])(=[O:18])=[O:17])=[N:7][C:8]2[C:13]([N:14]=1)=[CH:12][CH:11]=[CH:10][CH:9]=2.ClC1C=CC=C(C(OO)=[O:38])C=1. The catalyst is ClCCl. The product is [OH:1][C:2]([CH3:28])([CH3:29])[CH:3]([C:22]1[CH:23]=[N+:24]([O-:38])[CH:25]=[CH:26][CH:27]=1)[O:4][C:5]1[C:6]([NH:15][S:16]([CH2:19][CH2:20][CH3:21])(=[O:18])=[O:17])=[N:7][C:8]2[C:13](=[CH:12][CH:11]=[CH:10][CH:9]=2)[N:14]=1. The yield is 0.510. (4) The reactants are C[O:2][C:3]([NH:5][C@H:6]([C:10]([N:12]1[CH2:16][CH2:15][CH2:14][CH:13]1[C:17]1[NH:18][C:19]([C:22]2[CH:27]=[C:26]3[CH2:28][O:29][C:30]4[CH:54]=[C:53]5[C:33]([CH:34]=[CH:35][C:36]6[N:40]=[C:39]([CH:41]7[CH2:45][CH2:44][CH2:43][N:42]7[C:46](OC(C)(C)C)=[O:47])[NH:38][C:37]=65)=[CH:32][C:31]=4[C:25]3=[CH:24][CH:23]=2)=[CH:20][N:21]=1)=[O:11])[CH:7]([CH3:9])[CH3:8])=[O:4].Cl.[CH3:56][O:57][C:58]([NH:60][C@H:61]([C:65]1[CH:70]=[CH:69][CH:68]=[CH:67][CH:66]=1)C(O)=O)=[O:59].CCOC(C(C#N)=NOC(N1CCOCC1)=[N+](C)C)=O.F[P-](F)(F)(F)(F)F.C(N(C(C)C)CC)(C)C. The catalyst is CN(C=O)C.C(OCC)(=O)C.C(O)C. The product is [CH3:56][O:57][C:58]([NH:60][CH:61]([C:65]1[CH:70]=[CH:69][CH:68]=[CH:67][CH:66]=1)[C:46]([N:42]1[CH2:43][CH2:44][CH2:45][CH:41]1[C:39]1[NH:38][C:37]2[C:53]3[C:33]([CH:34]=[CH:35][C:36]=2[N:40]=1)=[CH:32][C:31]1[C:25]2[C:26]([CH2:28][O:29][C:30]=1[CH:54]=3)=[CH:27][C:22]([C:19]1[NH:18][C:17]([CH:13]3[CH2:14][CH2:15][CH2:16][N:12]3[C:10](=[O:11])[CH:6]([NH:5][C:3](=[O:4])[OH:2])[CH:7]([CH3:8])[CH3:9])=[N:21][CH:20]=1)=[CH:23][CH:24]=2)=[O:47])=[O:59]. The yield is 0.450. (5) The reactants are Br[C:2]1[CH:3]=[C:4]([N:10]2[C:14]3=[N:15][CH:16]=[CH:17][CH:18]=[C:13]3[C:12]([C:19]([O:21][CH3:22])=[O:20])=[N:11]2)[CH:5]=[C:6]([C:8]#[N:9])[CH:7]=1.[C:23]([C@:25]1([OH:32])[CH2:29][CH2:28][N:27]([CH3:30])[C:26]1=[O:31])#[CH:24]. No catalyst specified. The product is [C:8]([C:6]1[CH:5]=[C:4]([N:10]2[C:14]3=[N:15][CH:16]=[CH:17][CH:18]=[C:13]3[C:12]([C:19]([O:21][CH3:22])=[O:20])=[N:11]2)[CH:3]=[C:2]([C:24]#[C:23][C@:25]2([OH:32])[CH2:29][CH2:28][N:27]([CH3:30])[C:26]2=[O:31])[CH:7]=1)#[N:9]. The yield is 0.400. (6) The reactants are [CH:1]1([C:4]2[O:5][CH:6]=[C:7]([C:9]3[CH:25]=[CH:24][C:12]([CH2:13][NH:14][CH2:15][CH2:16][C:17]4[CH:22]=[CH:21][C:20]([OH:23])=[CH:19][CH:18]=4)=[CH:11][CH:10]=3)[N:8]=2)[CH2:3][CH2:2]1.C([O-])([O-])=O.[Cs+].[Cs+].[CH2:32]([O:34][C:35](=[O:40])[C:36](Br)([CH3:38])[CH3:37])[CH3:33].FC(F)(F)OC1C=CC(CBr)=CC=1. The catalyst is C(#N)C. The product is [CH:1]1([C:4]2[O:5][CH:6]=[C:7]([C:9]3[CH:25]=[CH:24][C:12]([CH2:13][NH:14][CH2:15][CH2:16][C:17]4[CH:18]=[CH:19][C:20]([O:23][C:36]([CH3:38])([CH3:37])[C:35]([O:34][CH2:32][CH3:33])=[O:40])=[CH:21][CH:22]=4)=[CH:11][CH:10]=3)[N:8]=2)[CH2:3][CH2:2]1. The yield is 0.740. (7) The reactants are [CH3:1][N:2]([CH3:10])[C:3]1[CH:8]=[CH:7][C:6](Br)=[CH:5][CH:4]=1.[C:11]([NH2:21])(=[O:20])/[CH:12]=[CH:13]/[C:14]1[CH:19]=[CH:18][CH:17]=[CH:16][CH:15]=1.C([O-])([O-])=O.[K+].[K+].CN[C@@H]1CCCC[C@H]1NC. The catalyst is [Cu]I.C1(C)C=CC=CC=1. The product is [CH3:1][N:2]([CH3:10])[C:3]1[CH:8]=[CH:7][C:6]([NH:21][C:11](=[O:20])/[CH:12]=[CH:13]/[C:14]2[CH:19]=[CH:18][CH:17]=[CH:16][CH:15]=2)=[CH:5][CH:4]=1. The yield is 0.980. (8) The reactants are Cl[C:2]([O:4][CH:5]1[CH2:10][CH2:9][CH2:8][CH2:7][CH2:6]1)=[O:3].[CH3:11][C:12]1[C:17]([O:18][C:19]2[N:24]=[CH:23][N:22]=[C:21]3[N:25]([CH:28]4[CH2:33][CH2:32][NH:31][CH2:30][CH2:29]4)[N:26]=[CH:27][C:20]=23)=[CH:16][CH:15]=[CH:14][N:13]=1.C(N(C(C)C)CC)(C)C.O. The catalyst is ClCCl.CN(C)C1C=CN=CC=1. The product is [CH:5]1([O:4][C:2]([N:31]2[CH2:30][CH2:29][CH:28]([N:25]3[C:21]4=[N:22][CH:23]=[N:24][C:19]([O:18][C:17]5[C:12]([CH3:11])=[N:13][CH:14]=[CH:15][CH:16]=5)=[C:20]4[CH:27]=[N:26]3)[CH2:33][CH2:32]2)=[O:3])[CH2:10][CH2:9][CH2:8][CH2:7][CH2:6]1. The yield is 0.130. (9) The reactants are [Cl:1][C:2]1[CH:26]=[C:25]([O:27][C:28]([F:31])([F:30])[F:29])[CH:24]=[CH:23][C:3]=1[O:4][C:5]1[CH:6]=[N:7][N:8]([CH:12]([CH2:16][CH:17]2[CH2:22][CH2:21][CH2:20][CH2:19][CH2:18]2)[C:13](O)=[O:14])[C:9](=[O:11])[CH:10]=1.[NH2:32][C:33]1[CH:37]=[CH:36][N:35]([CH2:38][C:39]([CH3:42])([OH:41])[CH3:40])[N:34]=1. No catalyst specified. The product is [Cl:1][C:2]1[CH:26]=[C:25]([O:27][C:28]([F:29])([F:31])[F:30])[CH:24]=[CH:23][C:3]=1[O:4][C:5]1[CH:6]=[N:7][N:8]([CH:12]([CH2:16][CH:17]2[CH2:18][CH2:19][CH2:20][CH2:21][CH2:22]2)[C:13]([NH:32][C:33]2[CH:37]=[CH:36][N:35]([CH2:38][C:39]([OH:41])([CH3:40])[CH3:42])[N:34]=2)=[O:14])[C:9](=[O:11])[CH:10]=1. The yield is 0.520. (10) The yield is 0.690. The catalyst is CN(C=O)C.C(OCC)C. The product is [CH3:1][O:2][C:3]([C:5]1[S:6][C:7]([CH:31]2[CH2:36][CH2:35][C:34]([CH3:38])([CH3:37])[CH2:33][CH2:32]2)=[CH:8][C:9]=1[N:10]([C@H:20]1[CH2:25][CH2:24][C@H:23]([N:39]=[N+:40]=[N-:41])[CH2:22][CH2:21]1)[C:11]([C@H:13]1[CH2:18][CH2:17][C@H:16]([CH3:19])[CH2:15][CH2:14]1)=[O:12])=[O:4]. The reactants are [CH3:1][O:2][C:3]([C:5]1[S:6][C:7]([CH:31]2[CH2:36][CH2:35][C:34]([CH3:38])([CH3:37])[CH2:33][CH2:32]2)=[CH:8][C:9]=1[N:10]([C@H:20]1[CH2:25][CH2:24][C@@H:23](OS(C)(=O)=O)[CH2:22][CH2:21]1)[C:11]([C@H:13]1[CH2:18][CH2:17][C@H:16]([CH3:19])[CH2:15][CH2:14]1)=[O:12])=[O:4].[N-:39]=[N+:40]=[N-:41].[Na+].